This data is from Experimentally validated miRNA-target interactions with 360,000+ pairs, plus equal number of negative samples. The task is: Binary Classification. Given a miRNA mature sequence and a target amino acid sequence, predict their likelihood of interaction. (1) The miRNA is hsa-miR-4691-3p with sequence CCAGCCACGGACUGAGAGUGCAU. The protein sequence of the target gene is MISPSLELLHSGLCKFPEVEGKMTTFKEAVTFKDVAVVFTEEELGLLDPAQRKLYRDVMLENFRNLLSVGNQPFHQDTFHFLGKEKFWKMKTTSQREGNSGGKIQIEMETVPEAGPHEEWSCQQIWEQIASDLTRSQNSIRNSSQFFKEGDVPCQIEARLSISHVQQKPYRCNECKQSFSDVSVFDLHQQSHSGEKSHTCGECGKSFCYSPALHIHQRVHMGEKCYKCDVCGKEFNQSSHLQTHQRVHTGEKPFKCGQCGKGFHSRSALNVHCKLHTGEKPYNCEECGKAFIHDSQLQEH.... Result: 0 (no interaction). (2) The miRNA is hsa-miR-6516-3p with sequence AUCAUGUAUGAUACUGCAAACA. The protein sequence of the target gene is MDTKEEKKERKQSYFARLKKKKQAKQNAETASAVATRTHTGKEDNNTVVLEPDKCNIAVEEEYMTDEKKKRKSNQLKEIRRTELKRYYSIDDNQNKTHDKKEKKMVVQKPHGTMEYTAGNQDTLNSIALKFNITPNKLVELNKLFTHTIVPGQVLFVPDANSPSSTLRLSSSSPGATVSPSSSDAEYDKLPDADLARKALKPIERVLSSTSEEDEPGVVKFLKMNCRYFTDGKGVVGGVMIVTPNNIMFDPHKSDPLVIENGCEEYGLICPMEEVVSIALYNDISHMKIKDALPSDLPQD.... Result: 0 (no interaction). (3) The miRNA is hsa-miR-8485 with sequence CACACACACACACACACGUAU. The protein sequence of the target gene is MDSTSSLHGSSLHRPSTEQTRTDFSWDGINLSMEDTTSILPKLKRNSNAYGIGALAKSSFSGISRSMKDHVTKPTAMGQGRVAHMIEWQGWGKAPTIQPQHSHEAVRRDTDAYSDLSDGEKEARFLAGVMEQFAISEATLMAWSSMDGEDMSVNSTQEPLDCNYSDNYQELMESQDALAQAPMDGWPHSYVSQGMYCLGSSDAWEASDQSLIASPATGSYLGPAFDDSQPSLHDMGPSQPASGYSAQEPPPLLGVDTDWASEVGGVELARGPVEEEKRPLAPEEEEDAGCRDLESLSPRE.... Result: 0 (no interaction). (4) The miRNA is hsa-miR-570-3p with sequence CGAAAACAGCAAUUACCUUUGC. The protein sequence of the target gene is MANRGATRPNGPNTGNKICQFKLVLLGESAVGKSSLVLRFVKGQFHEFQESTIGAAFLTQTVCLDDTTVKFEIWDTAGQERYHSLAPMYYRGAQAAIVVYDITNEESFARAKNWVKELQRQASPNIVIALSGNKADLANKRAVDFQEAQSYADDNSLLFMETSAKTSMNVNEIFMAIAKKLPKNEPQNPGANSARGRGVDLTEPAQPARSQCCSN. Result: 0 (no interaction).